From a dataset of Forward reaction prediction with 1.9M reactions from USPTO patents (1976-2016). Predict the product of the given reaction. (1) Given the reactants Cl.[CH:2]1([N:5]([CH2:10][C:11]2[CH:16]=[CH:15][CH:14]=[C:13]([C:17](=[O:49])[NH:18][C:19]3[S:20][C:21]4[CH2:48][CH2:47][CH2:46][CH2:45][C:22]=4[C:23]=3[C:24](=[O:44])[NH:25][C:26]3[CH:31]=[CH:30][C:29]([CH2:32][CH2:33][C:34]4[CH:39]=[CH:38][C:37]([C:40]([O:42][CH3:43])=[O:41])=[CH:36][CH:35]=4)=[CH:28][CH:27]=3)[CH:12]=2)[CH2:6][C:7](O)=[O:8])[CH2:4][CH2:3]1.Cl.[CH3:51][NH:52][CH2:53][C:54]([O:56][CH3:57])=[O:55].CCN=C=NCCCN(C)C.Cl.C1C=CC2N(O)N=NC=2C=1, predict the reaction product. The product is: [CH:2]1([N:5]([CH2:10][C:11]2[CH:16]=[CH:15][CH:14]=[C:13]([C:17](=[O:49])[NH:18][C:19]3[S:20][C:21]4[CH2:48][CH2:47][CH2:46][CH2:45][C:22]=4[C:23]=3[C:24](=[O:44])[NH:25][C:26]3[CH:27]=[CH:28][C:29]([CH2:32][CH2:33][C:34]4[CH:39]=[CH:38][C:37]([C:40]([O:42][CH3:43])=[O:41])=[CH:36][CH:35]=4)=[CH:30][CH:31]=3)[CH:12]=2)[CH2:6][C:7]([N:52]([CH3:51])[CH2:53][C:54]([O:56][CH3:57])=[O:55])=[O:8])[CH2:3][CH2:4]1. (2) Given the reactants [Br:1][C:2]1[C:3](=[O:18])[NH:4][CH:5]=[CH:6][C:7]=1[O:8][CH2:9][C:10]1[CH:15]=[CH:14][C:13]([F:16])=[CH:12][C:11]=1[F:17].C([O-])([O-])=O.[K+].[K+].[Cl:25][CH2:26][C:27]1[CH:32]=[CH:31][C:30]([CH2:33]Cl)=[CH:29][CH:28]=1, predict the reaction product. The product is: [Br:1][C:2]1[C:3](=[O:18])[N:4]([CH2:33][C:30]2[CH:31]=[CH:32][C:27]([CH2:26][Cl:25])=[CH:28][CH:29]=2)[CH:5]=[CH:6][C:7]=1[O:8][CH2:9][C:10]1[CH:15]=[CH:14][C:13]([F:16])=[CH:12][C:11]=1[F:17]. (3) Given the reactants [F:1][C:2]1[CH:7]=[CH:6][C:5]([N:8]2[CH:13]=[CH:12][C:11]3=[N:14][C:15]([CH2:17][O:18][C:19]4[CH:20]=[C:21]([CH3:25])[CH:22]=[CH:23][CH:24]=4)=[CH:16][N:10]3[C:9]2=[O:26])=[CH:4][CH:3]=1, predict the reaction product. The product is: [F:1][C:2]1[CH:7]=[CH:6][C:5]([N:8]2[CH2:13][CH2:12][C:11]3=[N:14][C:15]([CH2:17][O:18][C:19]4[CH:20]=[C:21]([CH3:25])[CH:22]=[CH:23][CH:24]=4)=[CH:16][N:10]3[C:9]2=[O:26])=[CH:4][CH:3]=1. (4) Given the reactants O.Cl.[NH:3]1[CH2:8][CH2:7][C:6](=[O:9])[CH2:5][CH2:4]1.C(N(CC)CC)C.[C:17](Cl)(=[O:22])[O:18][CH:19]([CH3:21])[CH3:20].O, predict the reaction product. The product is: [CH:19]([O:18][C:17]([N:3]1[CH2:8][CH2:7][C:6](=[O:9])[CH2:5][CH2:4]1)=[O:22])([CH3:21])[CH3:20].